Dataset: Full USPTO retrosynthesis dataset with 1.9M reactions from patents (1976-2016). Task: Predict the reactants needed to synthesize the given product. Given the product [NH2:18][CH:6]1[CH2:5][CH2:4][CH:3]([C:9]([O:11][CH2:12][CH3:13])=[O:10])[CH:2]([CH3:1])[CH2:7]1, predict the reactants needed to synthesize it. The reactants are: [CH3:1][C:2]1[CH:3]([C:9]([O:11][CH2:12][CH3:13])=[O:10])[CH2:4][CH2:5][C:6](=O)[CH:7]=1.O.C([O-])=O.[NH4+:18].